Dataset: Reaction yield outcomes from USPTO patents with 853,638 reactions. Task: Predict the reaction yield, written as a fraction of the theoretical maximum amount of product (1.0 means a 100% yield; for example, 0.34 means a 34% yield). (1) The reactants are [H-].C([Al+]CC(C)C)C(C)C.C[O:12][C:13]([C:15]1([OH:38])[CH2:20][C@@H:19]([O:21][Si:22]([C:25]([CH3:28])([CH3:27])[CH3:26])([CH3:24])[CH3:23])[C:18](=[CH2:29])[C@H:17]([O:30][Si:31]([C:34]([CH3:37])([CH3:36])[CH3:35])([CH3:33])[CH3:32])[CH2:16]1)=O. The catalyst is CCOCC. The product is [Si:22]([O:21][C@H:19]1[C:18](=[CH2:29])[C@H:17]([O:30][Si:31]([C:34]([CH3:37])([CH3:36])[CH3:35])([CH3:33])[CH3:32])[CH2:16][C:15]([CH2:13][OH:12])([OH:38])[CH2:20]1)([C:25]([CH3:27])([CH3:28])[CH3:26])([CH3:24])[CH3:23]. The yield is 0.240. (2) The reactants are [CH2:1]([CH:8]([C:22](=[O:34])[CH:23]=[CH:24][C:25]1[CH:30]=[CH:29][C:28]([OH:31])=[C:27]([O:32][CH3:33])[CH:26]=1)[C:9](=[O:21])[CH:10]=[CH:11][C:12]1[CH:17]=[CH:16][C:15]([OH:18])=[C:14]([O:19][CH3:20])[CH:13]=1)[C:2]1[CH:7]=[CH:6][CH:5]=[CH:4][CH:3]=1. The catalyst is [Pd].C(OCC)(=O)C. The product is [CH2:1]([CH:8]([C:9](=[O:21])[CH2:10][CH2:11][C:12]1[CH:17]=[CH:16][C:15]([OH:18])=[C:14]([O:19][CH3:20])[CH:13]=1)[C:22](=[O:34])[CH2:23][CH2:24][C:25]1[CH:30]=[CH:29][C:28]([OH:31])=[C:27]([O:32][CH3:33])[CH:26]=1)[C:2]1[CH:7]=[CH:6][CH:5]=[CH:4][CH:3]=1. The yield is 0.480. (3) The reactants are [CH2:1]([O:8][C:9](=[O:43])[NH:10][C:11]1[N:16]=[C:15]([CH2:17][OH:18])[C:14]2[C:19]([O:41][CH3:42])=[N:20][N:21]([C:22]([C:35]3[CH:40]=[CH:39][CH:38]=[CH:37][CH:36]=3)([C:29]3[CH:34]=[CH:33][CH:32]=[CH:31][CH:30]=3)[C:23]3[CH:28]=[CH:27][CH:26]=[CH:25][CH:24]=3)[C:13]=2[CH:12]=1)[C:2]1[CH:7]=[CH:6][CH:5]=[CH:4][CH:3]=1.N1C=CN=C1.CN(C=O)C.[C:54]([Si:58]([CH3:61])([CH3:60])Cl)([CH3:57])([CH3:56])[CH3:55]. The catalyst is C(OCC)(=O)C. The product is [CH2:1]([O:8][C:9](=[O:43])[NH:10][C:11]1[N:16]=[C:15]([CH2:17][O:18][Si:58]([C:54]([CH3:57])([CH3:56])[CH3:55])([CH3:61])[CH3:60])[C:14]2[C:19]([O:41][CH3:42])=[N:20][N:21]([C:22]([C:29]3[CH:30]=[CH:31][CH:32]=[CH:33][CH:34]=3)([C:23]3[CH:28]=[CH:27][CH:26]=[CH:25][CH:24]=3)[C:35]3[CH:36]=[CH:37][CH:38]=[CH:39][CH:40]=3)[C:13]=2[CH:12]=1)[C:2]1[CH:7]=[CH:6][CH:5]=[CH:4][CH:3]=1. The yield is 0.920.